From a dataset of Forward reaction prediction with 1.9M reactions from USPTO patents (1976-2016). Predict the product of the given reaction. Given the reactants [F:1][C:2]1[CH:7]=[C:6]([F:8])[CH:5]=[CH:4][C:3]=1[C:9]1[CH:10]=[C:11]2[C:16](=[CH:17][CH:18]=1)[NH:15][C:14](=[O:19])[CH2:13][CH2:12]2.[CH3:20][O:21][C:22]1[CH:32]=[CH:31][CH:30]=[CH:29][C:23]=1[O:24][CH2:25][CH:26]1[CH2:28][O:27]1.C(=O)([O-])[O-].[Cs+].[Cs+].O, predict the reaction product. The product is: [F:1][C:2]1[CH:7]=[C:6]([F:8])[CH:5]=[CH:4][C:3]=1[C:9]1[CH:10]=[C:11]2[C:16](=[CH:17][CH:18]=1)[N:15]([CH2:28][CH:26]([OH:27])[CH2:25][O:24][C:23]1[CH:29]=[CH:30][CH:31]=[CH:32][C:22]=1[O:21][CH3:20])[C:14](=[O:19])[CH2:13][CH2:12]2.